Dataset: Full USPTO retrosynthesis dataset with 1.9M reactions from patents (1976-2016). Task: Predict the reactants needed to synthesize the given product. (1) Given the product [C:16]1([S:1][C:2]2[N:7]=[CH:6][CH:5]=[CH:4][N:3]=2)[CH:21]=[CH:20][CH:19]=[CH:18][CH:17]=1, predict the reactants needed to synthesize it. The reactants are: [SH:1][C:2]1[N:7]=[CH:6][CH:5]=[CH:4][N:3]=1.C1C(=O)N(Cl)C(=O)C1.[C:16]1([Zn]Br)[CH:21]=[CH:20][CH:19]=[CH:18][CH:17]=1. (2) Given the product [F:23][C:20]([F:21])([F:22])[C:17]1[CH:16]=[CH:15][C:14]([C:11]2[CH2:12][CH2:13][NH:8][CH2:9][CH:10]=2)=[CH:19][CH:18]=1, predict the reactants needed to synthesize it. The reactants are: C([N:8]1[CH2:13][CH:12]=[C:11]([C:14]2[CH:19]=[CH:18][C:17]([C:20]([F:23])([F:22])[F:21])=[CH:16][CH:15]=2)[CH2:10][CH2:9]1)C1C=CC=CC=1.ClC(OC(Cl)=O)C. (3) Given the product [Br:1][C:2]1[CH:3]=[CH:4][C:5](/[CH:8]=[CH:9]/[CH2:10][OH:11])=[CH:6][CH:7]=1, predict the reactants needed to synthesize it. The reactants are: [Br:1][C:2]1[CH:7]=[CH:6][C:5](/[CH:8]=[CH:9]/[C:10](OCC)=[O:11])=[CH:4][CH:3]=1.CC(C[AlH]CC(C)C)C.CO.